Dataset: NCI-60 drug combinations with 297,098 pairs across 59 cell lines. Task: Regression. Given two drug SMILES strings and cell line genomic features, predict the synergy score measuring deviation from expected non-interaction effect. (1) Drug 1: CN1C2=C(C=C(C=C2)N(CCCl)CCCl)N=C1CCCC(=O)O.Cl. Drug 2: CCCCCOC(=O)NC1=NC(=O)N(C=C1F)C2C(C(C(O2)C)O)O. Cell line: SK-MEL-5. Synergy scores: CSS=12.7, Synergy_ZIP=0.0811, Synergy_Bliss=3.18, Synergy_Loewe=-1.49, Synergy_HSA=3.81. (2) Drug 1: C1CCC(CC1)NC(=O)N(CCCl)N=O. Drug 2: C1=C(C(=O)NC(=O)N1)F. Cell line: SF-268. Synergy scores: CSS=39.7, Synergy_ZIP=8.94, Synergy_Bliss=9.61, Synergy_Loewe=10.2, Synergy_HSA=12.5. (3) Drug 1: CN1CCC(CC1)COC2=C(C=C3C(=C2)N=CN=C3NC4=C(C=C(C=C4)Br)F)OC. Drug 2: C1=CC=C(C(=C1)C(C2=CC=C(C=C2)Cl)C(Cl)Cl)Cl. Cell line: HOP-62. Synergy scores: CSS=5.46, Synergy_ZIP=-0.427, Synergy_Bliss=2.79, Synergy_Loewe=-0.592, Synergy_HSA=1.76. (4) Drug 1: C1CNP(=O)(OC1)N(CCCl)CCCl. Drug 2: CNC(=O)C1=NC=CC(=C1)OC2=CC=C(C=C2)NC(=O)NC3=CC(=C(C=C3)Cl)C(F)(F)F. Cell line: UACC62. Synergy scores: CSS=32.4, Synergy_ZIP=-0.858, Synergy_Bliss=-3.42, Synergy_Loewe=-25.0, Synergy_HSA=-6.61.